Dataset: Reaction yield outcomes from USPTO patents with 853,638 reactions. Task: Predict the reaction yield, written as a fraction of the theoretical maximum amount of product (1.0 means a 100% yield; for example, 0.34 means a 34% yield). (1) The reactants are [BH4-].[Na+].[Cl:3][C:4]1[C:5]([CH3:33])=[C:6]([C:12]2[CH:16]=[CH:15][N:14]([CH2:17][C@@H:18]([NH:20][C:21]([C:23]3[N:24]=[C:25]([C:28](OCC)=[O:29])[S:26][CH:27]=3)=[O:22])[CH3:19])[N:13]=2)[CH:7]=[CH:8][C:9]=1[C:10]#[N:11]. The catalyst is C(O)C. The product is [Cl:3][C:4]1[C:5]([CH3:33])=[C:6]([C:12]2[CH:16]=[CH:15][N:14]([CH2:17][C@@H:18]([NH:20][C:21]([C:23]3[N:24]=[C:25]([CH2:28][OH:29])[S:26][CH:27]=3)=[O:22])[CH3:19])[N:13]=2)[CH:7]=[CH:8][C:9]=1[C:10]#[N:11]. The yield is 0.890. (2) The reactants are [CH3:1][O:2][C:3](=[O:17])[C@@H:4]1[CH2:8][C@H:7](O)[CH2:6][N:5]1[C:10]([O:12][C:13]([CH3:16])([CH3:15])[CH3:14])=[O:11].C(N(CC)CC)C.[C:25]1([CH3:35])[CH:30]=[CH:29][C:28]([S:31](Cl)(=[O:33])=[O:32])=[CH:27][CH:26]=1.Cl. The catalyst is ClCCl.CN(C1C=CN=CC=1)C. The product is [CH3:1][O:2][C:3]([C@@H:4]1[CH2:8][C@H:7]([S:31]([C:28]2[CH:29]=[CH:30][C:25]([CH3:35])=[CH:26][CH:27]=2)(=[O:33])=[O:32])[CH2:6][N:5]1[C:10]([O:12][C:13]([CH3:16])([CH3:15])[CH3:14])=[O:11])=[O:17]. The yield is 0.980. (3) The reactants are Br[C:2]1[C:3]([C:12]2[CH:17]=[CH:16][C:15]([F:18])=[CH:14][CH:13]=2)=[N:4][N:5]2[CH:10]([CH3:11])[CH2:9][CH2:8][O:7][C:6]=12.C([B:22]1[O:26][C:25]([CH3:28])([CH3:27])[C:24]([CH3:30])([CH3:29])[O:23]1)(C)C. The catalyst is C1COCC1. The product is [F:18][C:15]1[CH:16]=[CH:17][C:12]([C:3]2[C:2]([B:22]3[O:26][C:25]([CH3:28])([CH3:27])[C:24]([CH3:30])([CH3:29])[O:23]3)=[C:6]3[O:7][CH2:8][CH2:9][CH:10]([CH3:11])[N:5]3[N:4]=2)=[CH:13][CH:14]=1. The yield is 0.420. (4) The reactants are [CH2:1]([C:3]1[CH:4]=[C:5]2[C:9](=[CH:10][CH:11]=1)[NH:8][CH2:7][CH2:6]2)[CH3:2].[N+:12]([O-])([O-:14])=[O:13].[K+].[OH-].[Na+]. The catalyst is OS(O)(=O)=O. The product is [CH2:1]([C:3]1[CH:4]=[C:5]2[C:9](=[CH:10][C:11]=1[N+:12]([O-:14])=[O:13])[NH:8][CH2:7][CH2:6]2)[CH3:2]. The yield is 0.580. (5) The reactants are Br[C:2]1[CH:7]=[CH:6][C:5]([CH3:8])=[CH:4][N:3]=1.[NH2:9][C:10]1[CH:15]=[C:14]([CH:16]2[CH2:21][CH2:20][N:19]([C:22]([O:24]C(C)(C)C)=O)[CH2:18][CH2:17]2)[CH:13]=[CH:12][N:11]=1.CC(C)([O-])C.[Na+].[C:35]1(P(C2C=CC=CC=2)C2C3OC4C(=CC=CC=4P(C4C=CC=CC=4)C4C=CC=CC=4)C(C)(C)C=3C=CC=2)[CH:40]=[CH:39][CH:38]=[CH:37][CH:36]=1.C1(C(O)=O)CCCCC1.C(N(CC)CC)C. The catalyst is O1CCOCC1.CN(C)C=O.C1C=CC(/C=C/C(/C=C/C2C=CC=CC=2)=O)=CC=1.C1C=CC(/C=C/C(/C=C/C2C=CC=CC=2)=O)=CC=1.C1C=CC(/C=C/C(/C=C/C2C=CC=CC=2)=O)=CC=1.[Pd].[Pd]. The product is [CH:35]1([C:22]([N:19]2[CH2:18][CH2:17][CH:16]([C:14]3[CH:13]=[CH:12][N:11]=[C:10]([NH:9][C:2]4[CH:7]=[CH:6][C:5]([CH3:8])=[CH:4][N:3]=4)[CH:15]=3)[CH2:21][CH2:20]2)=[O:24])[CH2:40][CH2:39][CH2:38][CH2:37][CH2:36]1. The yield is 0.420. (6) The reactants are C1(S([N:10]2[C:18]3[C:13](=[CH:14][C:15]([C:19]4[N:20]([CH2:30][CH3:31])[N:21]=[C:22]([C:24]5[CH:29]=[CH:28][CH:27]=[CH:26][CH:25]=5)[CH:23]=4)=[CH:16][CH:17]=3)[CH:12]=[C:11]2[C:32]2[C:37]([F:38])=[CH:36][CH:35]=[CH:34][C:33]=2[F:39])(=O)=O)C=CC=CC=1.[OH-].[Na+].Cl. The catalyst is O1CCOCC1. The product is [F:38][C:37]1[CH:36]=[CH:35][CH:34]=[C:33]([F:39])[C:32]=1[C:11]1[NH:10][C:18]2[C:13]([CH:12]=1)=[CH:14][C:15]([C:19]1[N:20]([CH2:30][CH3:31])[N:21]=[C:22]([C:24]3[CH:25]=[CH:26][CH:27]=[CH:28][CH:29]=3)[CH:23]=1)=[CH:16][CH:17]=2. The yield is 0.580. (7) The reactants are C1C(=O)N([Br:8])C(=O)C1.[CH3:9][C:10]1[S:14][C:13]([C:15]([O:17][CH3:18])=[O:16])=[CH:12][C:11]=1[C:19]1[N:23]([CH3:24])[N:22]=[CH:21][CH:20]=1. The yield is 0.920. The catalyst is O1CCCC1. The product is [Br:8][C:20]1[CH:21]=[N:22][N:23]([CH3:24])[C:19]=1[C:11]1[CH:12]=[C:13]([C:15]([O:17][CH3:18])=[O:16])[S:14][C:10]=1[CH3:9]. (8) The reactants are [F:1][C:2]1[CH:7]=[CH:6][C:5]([C:8]2([C:14](O)=O)[CH2:13][CH2:12][CH2:11][CH2:10][CH2:9]2)=[CH:4][CH:3]=1.[CH3:17][NH:18][CH3:19]. No catalyst specified. The product is [F:1][C:2]1[CH:7]=[CH:6][C:5]([C:8]2([CH2:14][N:18]([CH3:19])[CH3:17])[CH2:13][CH2:12][CH2:11][CH2:10][CH2:9]2)=[CH:4][CH:3]=1. The yield is 0.0900. (9) The reactants are [CH2:1]([NH:8][C:9]1([C:12]2[CH:17]=[CH:16][C:15]([Br:18])=[CH:14][CH:13]=2)[CH2:11][CH2:10]1)[C:2]1[CH:7]=[CH:6][CH:5]=[CH:4][CH:3]=1.[C:19]([O-])([O-])=O.[K+].[K+].IC. The catalyst is CC(C)=O. The product is [CH2:1]([N:8]([C:9]1([C:12]2[CH:13]=[CH:14][C:15]([Br:18])=[CH:16][CH:17]=2)[CH2:11][CH2:10]1)[CH3:19])[C:2]1[CH:3]=[CH:4][CH:5]=[CH:6][CH:7]=1. The yield is 0.860. (10) The reactants are [NH2:1][C:2]1[C:3]([C:13]([C:15]2[CH:20]=[CH:19][C:18]([F:21])=[CH:17][CH:16]=2)=O)=[CH:4][C:5]([Cl:12])=[C:6]2[C:11]=1[N:10]=[CH:9][CH:8]=[CH:7]2.[CH3:22][NH:23][S:24](Cl)(=[O:26])=[O:25].[BH4-].[Na+]. The catalyst is N1C=CC=CC=1. The product is [Cl:12][C:5]1[C:6]2[C:11]([C:2]3[NH:1][S:24](=[O:26])(=[O:25])[N:23]([CH3:22])[CH:13]([C:15]4[CH:20]=[CH:19][C:18]([F:21])=[CH:17][CH:16]=4)[C:3]=3[CH:4]=1)=[N:10][CH:9]=[CH:8][CH:7]=2. The yield is 0.440.